Dataset: Full USPTO retrosynthesis dataset with 1.9M reactions from patents (1976-2016). Task: Predict the reactants needed to synthesize the given product. (1) Given the product [C:13]([O:17][C:18](=[O:19])[NH:20][CH2:21][CH2:22][CH2:23][CH2:24][C:25]1[CH:26]=[CH:27][C:28]([C:29](=[O:31])[NH:37][CH2:36][CH2:34][OH:35])=[CH:32][CH:33]=1)([CH3:14])([CH3:15])[CH3:16], predict the reactants needed to synthesize it. The reactants are: C(N1C=CN=C1)(N1C=CN=C1)=O.[C:13]([O:17][C:18]([NH:20][CH2:21][CH2:22][CH2:23][CH2:24][C:25]1[CH:33]=[CH:32][C:28]([C:29]([OH:31])=O)=[CH:27][CH:26]=1)=[O:19])([CH3:16])([CH3:15])[CH3:14].[CH2:34]([CH2:36][NH2:37])[OH:35]. (2) The reactants are: Br[C:2]1[C:3]([N:22]2[CH2:26][CH2:25][C@H:24]([CH2:27][OH:28])[CH2:23]2)=[N:4][CH:5]=[C:6]([CH:21]=1)[C:7]([NH:9][C:10]1[CH:15]=[CH:14][C:13]([S:16][C:17]([F:20])([F:19])[F:18])=[CH:12][CH:11]=1)=[O:8].CC1(C)C(C)(C)OB([C:37]2[CH:38]=[N:39][CH:40]=[C:41]([CH:44]=2)[C:42]#[N:43])O1. Given the product [C:42]([C:41]1[CH:44]=[C:37]([C:2]2[C:3]([N:22]3[CH2:26][CH2:25][C@H:24]([CH2:27][OH:28])[CH2:23]3)=[N:4][CH:5]=[C:6]([C:7]([NH:9][C:10]3[CH:15]=[CH:14][C:13]([S:16][C:17]([F:19])([F:18])[F:20])=[CH:12][CH:11]=3)=[O:8])[CH:21]=2)[CH:38]=[N:39][CH:40]=1)#[N:43], predict the reactants needed to synthesize it. (3) Given the product [CH3:1][O:2][C:3]1[CH:4]=[C:5]2[C:14]([NH2:15])=[N:13][C:12]([N:16]3[CH2:17][CH2:18][N:19]([C:22]([CH:24]4[O:33][C:32]5[CH:31]=[CH:30][CH:29]=[CH:28][C:27]=5[O:26][CH2:25]4)=[O:23])[CH2:20][CH2:21]3)=[N:11][C:6]2=[CH:7][C:8]=1[O:9][CH3:10].[CH3:34][S:35]([OH:38])(=[O:37])=[O:36], predict the reactants needed to synthesize it. The reactants are: [CH3:1][O:2][C:3]1[CH:4]=[C:5]2[C:14]([NH2:15])=[N:13][C:12]([N:16]3[CH2:21][CH2:20][N:19]([C:22]([CH:24]4[O:33][C:32]5[CH:31]=[CH:30][CH:29]=[CH:28][C:27]=5[O:26][CH2:25]4)=[O:23])[CH2:18][CH2:17]3)=[N:11][C:6]2=[CH:7][C:8]=1[O:9][CH3:10].[CH3:34][S:35]([OH:38])(=[O:37])=[O:36].